Regression. Given two drug SMILES strings and cell line genomic features, predict the synergy score measuring deviation from expected non-interaction effect. From a dataset of NCI-60 drug combinations with 297,098 pairs across 59 cell lines. (1) Drug 1: CN1C2=C(C=C(C=C2)N(CCCl)CCCl)N=C1CCCC(=O)O.Cl. Drug 2: CC(C)(C#N)C1=CC(=CC(=C1)CN2C=NC=N2)C(C)(C)C#N. Cell line: ACHN. Synergy scores: CSS=3.23, Synergy_ZIP=0.270, Synergy_Bliss=2.39, Synergy_Loewe=-0.576, Synergy_HSA=-1.94. (2) Drug 1: CN1C(=O)N2C=NC(=C2N=N1)C(=O)N. Drug 2: CN(CCCl)CCCl.Cl. Cell line: RXF 393. Synergy scores: CSS=8.98, Synergy_ZIP=-3.51, Synergy_Bliss=-4.32, Synergy_Loewe=-18.9, Synergy_HSA=-6.26. (3) Drug 1: CC1=CC=C(C=C1)C2=CC(=NN2C3=CC=C(C=C3)S(=O)(=O)N)C(F)(F)F. Drug 2: C1=NC2=C(N1)C(=S)N=CN2. Cell line: RXF 393. Synergy scores: CSS=34.0, Synergy_ZIP=-1.69, Synergy_Bliss=-1.49, Synergy_Loewe=-15.8, Synergy_HSA=-0.734. (4) Drug 1: CC1C(C(CC(O1)OC2CC(CC3=C2C(=C4C(=C3O)C(=O)C5=C(C4=O)C(=CC=C5)OC)O)(C(=O)CO)O)N)O.Cl. Drug 2: C1=NC2=C(N1)C(=S)N=C(N2)N. Cell line: HL-60(TB). Synergy scores: CSS=58.9, Synergy_ZIP=2.90, Synergy_Bliss=4.67, Synergy_Loewe=3.32, Synergy_HSA=4.32.